This data is from Catalyst prediction with 721,799 reactions and 888 catalyst types from USPTO. The task is: Predict which catalyst facilitates the given reaction. (1) Reactant: Br[C:2]1[S:6][CH:5]=[N:4][CH:3]=1.[B:7]1([B:7]2[O:11][C:10]([CH3:13])([CH3:12])[C:9]([CH3:15])([CH3:14])[O:8]2)[O:11][C:10]([CH3:13])([CH3:12])[C:9]([CH3:15])([CH3:14])[O:8]1.C([O-])(=O)C.[K+]. Product: [CH3:14][C:9]1([CH3:15])[C:10]([CH3:13])([CH3:12])[O:11][B:7]([C:2]2[S:6][CH:5]=[N:4][CH:3]=2)[O:8]1. The catalyst class is: 258. (2) Reactant: [C:1]([O:5][C:6]([NH:8][C@:9]1([C:14]([OH:16])=O)[CH2:11][C@H:10]1[CH:12]=[CH2:13])=[O:7])([CH3:4])([CH3:3])[CH3:2].C(N1C=CN=C1)(N1C=CN=C1)=O.[CH3:29][C:30]1([S:33]([NH2:36])(=[O:35])=[O:34])[CH2:32][CH2:31]1.N12CCCN=C1CCCCC2.Cl. Product: [C:1]([O:5][C:6](=[O:7])[NH:8][C@:9]1([C:14](=[O:16])[NH:36][S:33]([C:30]2([CH3:29])[CH2:32][CH2:31]2)(=[O:35])=[O:34])[CH2:11][C@H:10]1[CH:12]=[CH2:13])([CH3:2])([CH3:3])[CH3:4]. The catalyst class is: 20.